Dataset: Forward reaction prediction with 1.9M reactions from USPTO patents (1976-2016). Task: Predict the product of the given reaction. (1) Given the reactants [H-].[Na+].[CH3:3][O:4][C:5]1[CH:10]=[CH:9][C:8]([SH:11])=[CH:7][CH:6]=1.Cl[C:13]1[CH:18]=[CH:17][C:16]([N+:19]([O-:21])=[O:20])=[CH:15][CH:14]=1, predict the reaction product. The product is: [CH3:3][O:4][C:5]1[CH:10]=[CH:9][C:8]([S:11][C:13]2[CH:18]=[CH:17][C:16]([N+:19]([O-:21])=[O:20])=[CH:15][CH:14]=2)=[CH:7][CH:6]=1. (2) Given the reactants [F:1][C:2]1[CH:7]=[CH:6][C:5]([C:8]2([C:14](O)=[O:15])[CH2:13][CH2:12][CH2:11][CH2:10][CH2:9]2)=[CH:4][CH:3]=1, predict the reaction product. The product is: [F:1][C:2]1[CH:3]=[CH:4][C:5]([C:8]2([CH2:14][OH:15])[CH2:13][CH2:12][CH2:11][CH2:10][CH2:9]2)=[CH:6][CH:7]=1.